This data is from NCI-60 drug combinations with 297,098 pairs across 59 cell lines. The task is: Regression. Given two drug SMILES strings and cell line genomic features, predict the synergy score measuring deviation from expected non-interaction effect. (1) Drug 2: CN(C)C1=NC(=NC(=N1)N(C)C)N(C)C. Drug 1: COC1=C(C=C2C(=C1)N=CN=C2NC3=CC(=C(C=C3)F)Cl)OCCCN4CCOCC4. Cell line: SF-268. Synergy scores: CSS=11.6, Synergy_ZIP=0.478, Synergy_Bliss=4.01, Synergy_Loewe=-19.6, Synergy_HSA=-1.19. (2) Drug 1: C1CCN(CC1)CCOC2=CC=C(C=C2)C(=O)C3=C(SC4=C3C=CC(=C4)O)C5=CC=C(C=C5)O. Cell line: MCF7. Synergy scores: CSS=7.33, Synergy_ZIP=-2.08, Synergy_Bliss=8.44, Synergy_Loewe=-1.04, Synergy_HSA=7.50. Drug 2: C1=CC=C(C=C1)NC(=O)CCCCCCC(=O)NO.